From a dataset of Reaction yield outcomes from USPTO patents with 853,638 reactions. Predict the reaction yield, written as a fraction of the theoretical maximum amount of product (1.0 means a 100% yield; for example, 0.34 means a 34% yield). (1) The reactants are [CH3:1][C:2]([CH3:17])([O:4][C:5]([NH:7][NH:8][C@H:9]([C:14]([OH:16])=[O:15])[CH2:10][C:11](=[O:13])[NH2:12])=[O:6])[CH3:3].C(=O)([O-])[O-].[Cs+].[Cs+].[CH2:24](Br)[C:25]1[CH:30]=[CH:29][CH:28]=[CH:27][CH:26]=1.O. The catalyst is CO.CN(C)C=O.CCCCCC. The product is [CH3:3][C:2]([CH3:17])([O:4][C:5]([NH:7][NH:8][C@H:9]([C:14]([O:16][CH2:24][C:25]1[CH:30]=[CH:29][CH:28]=[CH:27][CH:26]=1)=[O:15])[CH2:10][C:11](=[O:13])[NH2:12])=[O:6])[CH3:1]. The yield is 0.510. (2) The reactants are [CH3:1][CH:2]1[O:7][S:6](=[O:8])[N:5]([C:9]([O:11][C:12]([CH3:15])([CH3:14])[CH3:13])=[O:10])[CH2:4][CH2:3]1.I([O-])(=O)(=O)=[O:17].[Na+].Cl. The catalyst is C(#N)C.O. The product is [CH3:1][CH:2]1[O:7][S:6](=[O:17])(=[O:8])[N:5]([C:9]([O:11][C:12]([CH3:14])([CH3:13])[CH3:15])=[O:10])[CH2:4][CH2:3]1. The yield is 0.610. (3) The product is [C:1]([C:5]1[NH:6][C:7]2[C:12]([CH:13]=1)=[CH:11][C:10]([N+:14]([O-:16])=[O:15])=[CH:9][C:8]=2[CH2:17][OH:18])([CH3:4])([CH3:2])[CH3:3]. The catalyst is O. The reactants are [C:1]([C:5]1[NH:6][C:7]2[C:12]([CH:13]=1)=[CH:11][C:10]([N+:14]([O-:16])=[O:15])=[CH:9][C:8]=2[C:17](OC)=[O:18])([CH3:4])([CH3:3])[CH3:2].ClCCl.CC(C[AlH]CC(C)C)C. The yield is 0.730. (4) The reactants are [C:1]([O:5][N:6]=[C:7]1[C:16]2[C:11](=[CH:12][CH:13]=[C:14](Br)[CH:15]=2)[O:10][C:9]([C:18]2[N:19]=[CH:20][C:21]3[C:26]([CH:27]=2)=[CH:25][CH:24]=[CH:23][CH:22]=3)=[CH:8]1)([CH3:4])([CH3:3])[CH3:2].P([O-])([O-])([O-])=O.[K+].[K+].[K+].C1(B2OC(C)(C)C(C)(C)O2)CC1.[Cl-].[NH4+:49].[C:50]1([CH3:56])[CH:55]=[CH:54][CH:53]=[CH:52][CH:51]=1. The catalyst is C([O-])(=O)C.[Pd+2].C([O-])(=O)C. The product is [C:1]([O:5][N:6]=[C:7]1[C:16]2[C:11](=[CH:12][C:13]([C:56]#[C:50][C:51]3[CH:52]=[CH:53][CH:54]=[CH:55][N:49]=3)=[CH:14][CH:15]=2)[O:10][C:9]([C:18]2[N:19]=[CH:20][C:21]3[C:26]([CH:27]=2)=[CH:25][CH:24]=[CH:23][CH:22]=3)=[CH:8]1)([CH3:4])([CH3:3])[CH3:2]. The yield is 0.200. (5) The reactants are [F:1][C:2]1[C:7]([CH2:8][N:9]2[CH:13]=[CH:12][C:11]([N:14]3C(=O)C4C(=CC=CC=4)C3=O)=[N:10]2)=[CH:6][CH:5]=[CH:4][N:3]=1.O.NN. The catalyst is C(O)C. The product is [F:1][C:2]1[C:7]([CH2:8][N:9]2[CH:13]=[CH:12][C:11]([NH2:14])=[N:10]2)=[CH:6][CH:5]=[CH:4][N:3]=1. The yield is 0.950. (6) The reactants are [CH3:1][O:2][C:3](=[O:11])[C:4]1[CH:9]=[C:8]([OH:10])[CH:7]=[N:6][CH:5]=1.[H-].[Na+].F[C:15]1[C:20]([F:21])=[C:19]([N+:22]([O-:24])=[O:23])[CH:18]=[CH:17][CH:16]=1. The catalyst is CN(C=O)C. The product is [CH3:1][O:2][C:3](=[O:11])[C:4]1[CH:9]=[C:8]([O:10][C:16]2[CH:17]=[CH:18][C:19]([N+:22]([O-:24])=[O:23])=[C:20]([F:21])[CH:15]=2)[CH:7]=[N:6][CH:5]=1. The yield is 0.280.